This data is from Catalyst prediction with 721,799 reactions and 888 catalyst types from USPTO. The task is: Predict which catalyst facilitates the given reaction. (1) Reactant: [ClH:1].[C:2]([C:4]([C:13]#[N:14])=[C:5]([O:11][CH3:12])[CH:6]=[CH:7][N:8](C)C)#N. Product: [Cl:1][C:2]1[C:4]([C:13]#[N:14])=[C:5]([O:11][CH3:12])[CH:6]=[CH:7][N:8]=1. The catalyst class is: 5. (2) Reactant: Cl.[S:2]1[CH:6]=[CH:5][CH:4]=[C:3]1[CH2:7][O:8][CH:9]1[CH2:12][NH:11][CH2:10]1.CCN=C=NCCCN(C)C.C1C=CC2N(O)N=NC=2C=1.C(N(C(C)C)CC)(C)C.Cl.[O:44]=[C:45]1[NH:58][C:48]2=[N:49][CH:50]=[C:51](/[CH:53]=[CH:54]/[C:55](O)=[O:56])[CH:52]=[C:47]2[NH:46]1. Product: [O:56]=[C:55]([N:11]1[CH2:12][CH:9]([O:8][CH2:7][C:3]2[S:2][CH:6]=[CH:5][CH:4]=2)[CH2:10]1)/[CH:54]=[CH:53]/[C:51]1[CH:52]=[C:47]2[NH:46][C:45](=[O:44])[NH:58][C:48]2=[N:49][CH:50]=1. The catalyst class is: 9. (3) Product: [ClH:32].[NH2:23][C:20]1[CH:19]=[CH:18][C:17]([C:14]2[CH:13]=[CH:12][C:11]([NH:10][CH2:9][CH2:8][N:5]3[CH2:6][CH2:7][C:2]([F:31])([F:1])[CH2:3][CH2:4]3)=[N:16][CH:15]=2)=[CH:22][CH:21]=1. The catalyst class is: 12. Reactant: [F:1][C:2]1([F:31])[CH2:7][CH2:6][N:5]([CH2:8][CH2:9][NH:10][C:11]2[N:16]=[CH:15][C:14]([C:17]3[CH:22]=[CH:21][C:20]([NH:23]C(=O)OC(C)(C)C)=[CH:19][CH:18]=3)=[CH:13][CH:12]=2)[CH2:4][CH2:3]1.[ClH:32].